Dataset: Forward reaction prediction with 1.9M reactions from USPTO patents (1976-2016). Task: Predict the product of the given reaction. The product is: [C:9]1([S:15][C:4]2[CH:5]=[CH:6][CH:7]=[C:2]([Br:1])[CH:3]=2)[CH:14]=[CH:13][CH:12]=[CH:11][CH:10]=1. Given the reactants [Br:1][C:2]1[CH:3]=[C:4](I)[CH:5]=[CH:6][CH:7]=1.[C:9]1([SH:15])[CH:14]=[CH:13][CH:12]=[CH:11][CH:10]=1.C([O-])([O-])=O.[K+].[K+].C(O)CO, predict the reaction product.